Dataset: Catalyst prediction with 721,799 reactions and 888 catalyst types from USPTO. Task: Predict which catalyst facilitates the given reaction. (1) Reactant: [C:1]([O:5][C:6]([C@@H:8]1[CH2:12][C@@H:11]([OH:13])[CH2:10][C@H:9]1[C:14](=[O:26])[NH:15][C@:16]1([C:21]([O:23][CH2:24][CH3:25])=[O:22])[CH2:18][C@H:17]1[CH:19]=[CH2:20])=[O:7])([CH3:4])([CH3:3])[CH3:2].[CH:27]([NH:30][C:31]1[S:32][CH:33]=[C:34]([C:36]2[CH:45]=[C:44](O)[C:43]3[C:38](=[CH:39][C:40]([O:47][CH3:48])=[CH:41][CH:42]=3)[N:37]=2)[N:35]=1)([CH3:29])[CH3:28].C1C=CC(P(C2C=CC=CC=2)C2C=CC=CC=2)=CC=1.CC(OC(/N=N/C(OC(C)C)=O)=O)C. Product: [CH2:24]([O:23][C:21]([C@@:16]1([NH:15][C:14]([C@@H:9]2[CH2:10][C@@H:11]([O:13][C:44]3[C:43]4[C:38](=[CH:39][C:40]([O:47][CH3:48])=[CH:41][CH:42]=4)[N:37]=[C:36]([C:34]4[N:35]=[C:31]([NH:30][CH:27]([CH3:29])[CH3:28])[S:32][CH:33]=4)[CH:45]=3)[CH2:12][C@H:8]2[C:6]([O:5][C:1]([CH3:4])([CH3:2])[CH3:3])=[O:7])=[O:26])[CH2:18][CH:17]1[CH:19]=[CH2:20])=[O:22])[CH3:25]. The catalyst class is: 1. (2) Reactant: [Si:1]([O:8][CH:9]1[CH2:14][CH2:13][CH:12]([C:15](OC)=[O:16])[CH2:11][CH2:10]1)([C:4]([CH3:7])([CH3:6])[CH3:5])([CH3:3])[CH3:2].[H-].[Al+3].[Li+].[H-].[H-].[H-].O.[OH-].[K+]. Product: [Si:1]([O:8][CH:9]1[CH2:10][CH2:11][CH:12]([CH2:15][OH:16])[CH2:13][CH2:14]1)([C:4]([CH3:7])([CH3:6])[CH3:5])([CH3:3])[CH3:2]. The catalyst class is: 27. (3) Reactant: [CH2:1]([O:3][C:4]1[CH:13]=[CH:12][C:7]([CH2:8][N:9]([CH3:11])[CH3:10])=[CH:6][C:5]=1[N+:14]([O-])=O)[CH3:2].O.NN. Product: [CH2:1]([O:3][C:4]1[CH:13]=[CH:12][C:7]([CH2:8][N:9]([CH3:11])[CH3:10])=[CH:6][C:5]=1[NH2:14])[CH3:2]. The catalyst class is: 178. (4) Reactant: [C:1]([N:4]1[C@@H:12]([C:13]2[CH:18]=[CH:17][C:16]([OH:19])=[CH:15][CH:14]=2)[C@@H:11]2[C:6]([C:7]3[CH:23]=[C:22]([O:24]C)[CH:21]=[CH:20][C:8]=3[CH2:9][CH2:10]2)=[N:5]1)(=[O:3])[CH3:2].B(Br)(Br)Br.Cl. Product: [C:1]([N:4]1[C@@H:12]([C:13]2[CH:18]=[CH:17][C:16]([OH:19])=[CH:15][CH:14]=2)[C@@H:11]2[C:6]([C:7]3[CH:23]=[C:22]([OH:24])[CH:21]=[CH:20][C:8]=3[CH2:9][CH2:10]2)=[N:5]1)(=[O:3])[CH3:2]. The catalyst class is: 4. (5) Reactant: [C:1]1(=[O:10])[C:6]2[CH2:7][CH2:8][CH2:9][C:5]=2[CH:4]=[CH:3][NH:2]1.[H-].[Na+].[CH3:13]I. Product: [CH3:13][N:2]1[CH:3]=[CH:4][C:5]2[CH2:9][CH2:8][CH2:7][C:6]=2[C:1]1=[O:10]. The catalyst class is: 3. (6) Product: [CH2:17]([N:7]1[CH2:8][C@@H:9]([C:10]2[CH:11]=[CH:12][C:13]([Cl:16])=[CH:14][CH:15]=2)[C@H:5]([NH:4][CH3:3])[CH2:6]1)[C:18]1[CH:19]=[CH:20][CH:21]=[CH:22][CH:23]=1. Reactant: CO[C:3](=O)[NH:4][C@H:5]1[C@H:9]([C:10]2[CH:15]=[CH:14][C:13]([Cl:16])=[CH:12][CH:11]=2)[CH2:8][N:7]([CH2:17][C:18]2[CH:23]=[CH:22][CH:21]=[CH:20][CH:19]=2)[CH2:6]1. The catalyst class is: 7. (7) Reactant: [CH2:1]([O:4][C:5]1[CH:12]=[CH:11][C:8]([CH:9]=O)=[CH:7][CH:6]=1)[CH2:2][CH3:3].[CH3:13][C:14]([C:16]1[CH:21]=[CH:20][CH:19]=[C:18]([O:22][CH3:23])[CH:17]=1)=[O:15].[OH-].[Na+]. Product: [CH2:1]([O:4][C:5]1[CH:12]=[CH:11][C:8](/[CH:9]=[CH:13]/[C:14]([C:16]2[CH:21]=[CH:20][CH:19]=[C:18]([O:22][CH3:23])[CH:17]=2)=[O:15])=[CH:7][CH:6]=1)[CH2:2][CH3:3]. The catalyst class is: 5. (8) Reactant: [Br:1][C:2]1[CH:9]=[C:8](F)[C:7]([F:11])=[CH:6][C:3]=1[C:4]#[N:5].Cl.[NH2:13][C@H:14]([CH2:18][O:19][CH3:20])[C:15]([NH2:17])=[O:16].CCN(C(C)C)C(C)C.O. Product: [Br:1][C:2]1[C:3]([C:4]#[N:5])=[CH:6][C:7]([F:11])=[C:8]([NH:13][C@H:14]([CH2:18][O:19][CH3:20])[C:15]([NH2:17])=[O:16])[CH:9]=1. The catalyst class is: 197.